Dataset: B-cell epitopes from IEDB database with 3,159 antigens for binding position prediction. Task: Token-level Classification. Given an antigen amino acid sequence, predict which amino acid positions are active epitope sites capable of antibody binding. Output is a list of indices for active positions. Given the antigen sequence: MACATLKRTHDWDPLHSPNGRSPKRRRCMPLSVTQAATPPTRAHQINPSPFGEVPPKLTSEEIAANIREEMRRLQRRKQLCFSSPLESGSPSATPPAADCGPASPTGLSPGGLLSPVRRDQPLFTFRQVGLICERMMKERESQIRDEYDHVLSAKLAEQYDTFVKFTYDQIQKRFEGATPSYLS, which amino acid positions are active epitope sites? The epitope positions are: [56, 57, 58, 59, 60, 61, 62, 63, 64, 65, 66, 67, 68, 69, 70, 71, 72, 73]. The amino acids at these positions are: KLTSEEIAANIREEMRRL.